Dataset: Forward reaction prediction with 1.9M reactions from USPTO patents (1976-2016). Task: Predict the product of the given reaction. (1) Given the reactants [H-].[Na+].[F:3][C:4]([F:10])([F:9])[C:5]([CH3:8])([OH:7])[CH3:6].[C:11](=O)([O:19]C1C=CC=CN=1)[O:12][C:13]1[CH:18]=[CH:17][CH:16]=[CH:15][N:14]=1, predict the reaction product. The product is: [C:11](=[O:19])([O:7][C:5]([CH3:8])([CH3:6])[C:4]([F:10])([F:9])[F:3])[O:12][C:13]1[CH:18]=[CH:17][CH:16]=[CH:15][N:14]=1. (2) Given the reactants [N:1]1[CH:6]=[CH:5][CH:4]=[C:3]([C:7]2[CH:15]=[CH:14][C:10]([C:11](O)=[O:12])=[CH:9][CH:8]=2)[CH:2]=1.S(Cl)([Cl:18])=O, predict the reaction product. The product is: [N:1]1[CH:6]=[CH:5][CH:4]=[C:3]([C:7]2[CH:15]=[CH:14][C:10]([C:11]([Cl:18])=[O:12])=[CH:9][CH:8]=2)[CH:2]=1. (3) Given the reactants [C:1]([NH:8][C:9]1[CH:10]=[C:11]2[C:15](=[CH:16][CH:17]=1)[NH:14][C:13]([CH3:18])=[CH:12]2)([O:3][C:4]([CH3:7])([CH3:6])[CH3:5])=[O:2].[CH2:19]([O:21]C1C=C2C(=CC=1)NC(C)=C2C=O)C, predict the reaction product. The product is: [C:1]([NH:8][C:9]1[CH:10]=[C:11]2[C:15](=[CH:16][CH:17]=1)[NH:14][C:13]([CH3:18])=[C:12]2[CH:19]=[O:21])([O:3][C:4]([CH3:7])([CH3:6])[CH3:5])=[O:2]. (4) Given the reactants [Br:1][C:2]1[CH:3]=[C:4]([NH2:9])[C:5]([NH2:8])=[N:6][CH:7]=1.[CH:10](O)=O, predict the reaction product. The product is: [Br:1][C:2]1[CH:3]=[C:4]2[N:9]=[CH:10][NH:8][C:5]2=[N:6][CH:7]=1. (5) Given the reactants C([O:3][C:4](=[O:27])[CH2:5][CH2:6][CH2:7][CH2:8][CH2:9][CH2:10][N:11]([CH2:16][CH2:17][O:18][C:19]1[CH:24]=[C:23]([Cl:25])[CH:22]=[C:21]([Cl:26])[CH:20]=1)[S:12]([CH3:15])(=[O:14])=[O:13])C.[OH-].[Na+], predict the reaction product. The product is: [Cl:26][C:21]1[CH:20]=[C:19]([CH:24]=[C:23]([Cl:25])[CH:22]=1)[O:18][CH2:17][CH2:16][N:11]([S:12]([CH3:15])(=[O:13])=[O:14])[CH2:10][CH2:9][CH2:8][CH2:7][CH2:6][CH2:5][C:4]([OH:27])=[O:3].